The task is: Predict the reactants needed to synthesize the given product.. This data is from Full USPTO retrosynthesis dataset with 1.9M reactions from patents (1976-2016). (1) The reactants are: [CH2:1]=[CH:2][CH2:3][CH2:4][CH2:5][CH2:6][CH2:7][CH3:8].[CH2:9]=[CH:10][CH2:11][CH2:12][CH2:13][CH2:14][CH:15]=[CH2:16].C=C. Given the product [CH2:1]=[CH2:2].[CH2:9]=[CH:10][CH2:11][CH2:12][CH2:13][CH2:14][CH2:15][CH3:16].[CH2:1]=[CH:2][CH2:3][CH2:4][CH2:5][CH2:6][CH:7]=[CH2:8], predict the reactants needed to synthesize it. (2) Given the product [S:19]1[C:14]2=[N:15][CH:16]=[CH:17][CH:18]=[C:13]2[CH:12]=[C:11]1[C:8]1[N:6]2[N:7]=[C:2]([NH:32][C@H:33]3[CH2:38][CH2:37][C@H:36]([OH:39])[CH2:35][CH2:34]3)[CH:3]=[CH:4][C:5]2=[N:10][CH:9]=1, predict the reactants needed to synthesize it. The reactants are: Cl[C:2]1[CH:3]=[CH:4][C:5]2[N:6]([C:8]([C:11]3[S:19][C:14]4=[N:15][CH:16]=[CH:17][CH:18]=[C:13]4[CH:12]=3)=[CH:9][N:10]=2)[N:7]=1.O.C1(C)C=CC(S(O)(=O)=O)=CC=1.[NH2:32][C@H:33]1[CH2:38][CH2:37][C@H:36]([OH:39])[CH2:35][CH2:34]1.